Task: Predict the reaction yield, written as a fraction of the theoretical maximum amount of product (1.0 means a 100% yield; for example, 0.34 means a 34% yield).. Dataset: Reaction yield outcomes from USPTO patents with 853,638 reactions (1) The reactants are Br[C:2]1[C:3]([O:18][C:19]2[CH:24]=[CH:23][CH:22]=[CH:21][CH:20]=2)=[C:4]2[C:9](=[CH:10][CH:11]=1)[N:8]([C:12]([CH:14]1[CH2:16][CH2:15]1)=[O:13])[C@@H:7]([CH3:17])[CH2:6][CH2:5]2.C(OCC)(=O)C.[CH3:31][N:32](C)C=O. The catalyst is C1C=CC([P]([Pd]([P](C2C=CC=CC=2)(C2C=CC=CC=2)C2C=CC=CC=2)([P](C2C=CC=CC=2)(C2C=CC=CC=2)C2C=CC=CC=2)[P](C2C=CC=CC=2)(C2C=CC=CC=2)C2C=CC=CC=2)(C2C=CC=CC=2)C2C=CC=CC=2)=CC=1.[C-]#N.[Zn+2].[C-]#N. The product is [CH:14]1([C:12]([N:8]2[C:9]3[C:4](=[C:3]([O:18][C:19]4[CH:20]=[CH:21][CH:22]=[CH:23][CH:24]=4)[C:2]([C:31]#[N:32])=[CH:11][CH:10]=3)[CH2:5][CH2:6][C@@H:7]2[CH3:17])=[O:13])[CH2:16][CH2:15]1. The yield is 0.320. (2) The reactants are Cl.Cl.[F:3][C:4]([F:17])([F:16])[CH2:5][O:6][C:7]1[CH:8]=[CH:9][C:10]([C@H:13]([NH2:15])[CH3:14])=[N:11][CH:12]=1.[CH:18]([C:21]1[CH:26]=[CH:25][C:24]([CH2:27][C:28](O)=[O:29])=[CH:23][CH:22]=1)([CH3:20])[CH3:19].C(Cl)CCl.ON1C2N=CC=CC=2N=N1.C(N(C(C)C)CC)(C)C. The catalyst is CN(C=O)C.O. The product is [CH:18]([C:21]1[CH:26]=[CH:25][C:24]([CH2:27][C:28]([NH:15][C@@H:13]([C:10]2[CH:9]=[CH:8][C:7]([O:6][CH2:5][C:4]([F:3])([F:16])[F:17])=[CH:12][N:11]=2)[CH3:14])=[O:29])=[CH:23][CH:22]=1)([CH3:20])[CH3:19]. The yield is 0.830. (3) The reactants are [F:1][C:2]([F:7])([F:6])[C:3]([OH:5])=[O:4].[CH3:8][O:9][C:10]1[CH:11]=[C:12]2[C:16](=[CH:17][CH:18]=1)[NH:15][C:14](=[O:19])[C@:13]12[CH2:21][C@H:20]1[C:22]1[CH:30]=[C:29]2[C:25]([C:26]([C:31]3[CH:36]=[CH:35][C:34]([N:37]4[CH2:42][CH2:41][NH:40][CH2:39][CH2:38]4)=[CH:33][CH:32]=3)=[N:27][NH:28]2)=[CH:24][CH:23]=1.[CH:43](=O)[CH3:44]. No catalyst specified. The product is [F:1][C:2]([F:7])([F:6])[C:3]([OH:5])=[O:4].[CH2:43]([N:40]1[CH2:41][CH2:42][N:37]([C:34]2[CH:33]=[CH:32][C:31]([C:26]3[C:25]4[C:29](=[CH:30][C:22]([C@H:20]5[C@@:13]6([C:12]7[C:16](=[CH:17][CH:18]=[C:10]([O:9][CH3:8])[CH:11]=7)[NH:15][C:14]6=[O:19])[CH2:21]5)=[CH:23][CH:24]=4)[NH:28][N:27]=3)=[CH:36][CH:35]=2)[CH2:38][CH2:39]1)[CH3:44]. The yield is 0.0700.